Dataset: CYP2C19 inhibition data for predicting drug metabolism from PubChem BioAssay. Task: Regression/Classification. Given a drug SMILES string, predict its absorption, distribution, metabolism, or excretion properties. Task type varies by dataset: regression for continuous measurements (e.g., permeability, clearance, half-life) or binary classification for categorical outcomes (e.g., BBB penetration, CYP inhibition). Dataset: cyp2c19_veith. (1) The molecule is Cc1cccc(Sc2c([N+](=O)[O-])ncn2C)n1. The result is 0 (non-inhibitor). (2) The drug is O=C(O)/C=C\CO. The result is 0 (non-inhibitor).